From a dataset of Reaction yield outcomes from USPTO patents with 853,638 reactions. Predict the reaction yield, written as a fraction of the theoretical maximum amount of product (1.0 means a 100% yield; for example, 0.34 means a 34% yield). (1) The reactants are [N+:1]([C:4]1[CH:8]=[CH:7][NH:6][CH:5]=1)([O-:3])=[O:2].[F:9][C:10]1[CH:15]=[CH:14][C:13](B(O)O)=[CH:12][CH:11]=1.C(N(CC)C(C)C)(C)C. The catalyst is C([O-])(=O)C.[Cu+2].C([O-])(=O)C.ClCCl. The product is [F:9][C:10]1[CH:15]=[CH:14][C:13]([N:6]2[CH:7]=[CH:8][C:4]([N+:1]([O-:3])=[O:2])=[CH:5]2)=[CH:12][CH:11]=1. The yield is 0.360. (2) The reactants are [Cl:1][C:2]1[CH:8]=[C:7]([Cl:9])[CH:6]=[CH:5][C:3]=1[NH2:4].F[C:11]1[CH:12]=[N:13][CH:14]=[CH:15][C:16]=1[C:17]([OH:19])=[O:18].[Li+].C[Si]([N-][Si](C)(C)C)(C)C. The catalyst is C1COCC1. The product is [Cl:1][C:2]1[CH:8]=[C:7]([Cl:9])[CH:6]=[CH:5][C:3]=1[NH:4][C:15]1[CH:14]=[N:13][CH:12]=[CH:11][C:16]=1[C:17]([OH:19])=[O:18]. The yield is 0.720. (3) The reactants are [CH3:1][O:2][C:3]1[CH:8]=[CH:7][CH:6]=[CH:5][C:4]=1[C:9]1[N:10]=[C:11]2[C:17]([C:18]3[CH:23]=[CH:22][CH:21]=[CH:20][C:19]=3[O:24][CH3:25])=[CH:16][N:15](S(C3C=CC(C)=CC=3)(=O)=O)[C:12]2=[N:13][CH:14]=1.[OH-].[Na+]. The catalyst is CO.O. The product is [CH3:1][O:2][C:3]1[CH:8]=[CH:7][CH:6]=[CH:5][C:4]=1[C:9]1[N:10]=[C:11]2[C:17]([C:18]3[CH:23]=[CH:22][CH:21]=[CH:20][C:19]=3[O:24][CH3:25])=[CH:16][NH:15][C:12]2=[N:13][CH:14]=1. The yield is 0.320. (4) The reactants are Cl.Cl.[Cl:3][C:4]1[CH:9]=[CH:8][C:7]([N:10]([CH3:30])[C:11](=[O:29])[C:12]2[CH:17]=[CH:16][C:15]([O:18][CH2:19][CH2:20][CH2:21][N:22]3[CH2:27][CH2:26][NH:25][CH2:24][CH2:23]3)=[C:14]([F:28])[CH:13]=2)=[CH:6][CH:5]=1.C(N(CC)CC)C.[CH3:38][C:39]([CH3:44])([CH3:43])[CH2:40][CH:41]=O.C([BH3-])#N.[Na+]. The catalyst is CO.C(O)(=O)C. The product is [Cl:3][C:4]1[CH:9]=[CH:8][C:7]([N:10]([CH3:30])[C:11](=[O:29])[C:12]2[CH:17]=[CH:16][C:15]([O:18][CH2:19][CH2:20][CH2:21][N:22]3[CH2:23][CH2:24][N:25]([CH2:41][CH2:40][C:39]([CH3:44])([CH3:43])[CH3:38])[CH2:26][CH2:27]3)=[C:14]([F:28])[CH:13]=2)=[CH:6][CH:5]=1. The yield is 0.370. (5) The reactants are [Cl:1][CH2:2][CH:3]1[C:11]2[C:10]3[CH:12]=[C:13]([S:19]([NH2:22])(=[O:21])=[O:20])[C:14]([N+:16]([O-:18])=[O:17])=[CH:15][C:9]=3[CH:8]=[CH:7][C:6]=2[N:5]([C:23](=[O:28])[C:24]([F:27])([F:26])[F:25])[CH2:4]1.[N+:29]([O-])([O-:31])=[O:30].[K+]. The catalyst is OS(O)(=O)=O. The product is [Cl:1][CH2:2][CH:3]1[C:11]2[C:10]3[CH:12]=[C:13]([S:19]([NH2:22])(=[O:21])=[O:20])[C:14]([N+:16]([O-:18])=[O:17])=[CH:15][C:9]=3[C:8]([N+:29]([O-:31])=[O:30])=[CH:7][C:6]=2[N:5]([C:23](=[O:28])[C:24]([F:27])([F:26])[F:25])[CH2:4]1. The yield is 0.210. (6) The reactants are FC(F)(F)S(O[C:7]1[CH:12]=[C:11]([CH3:13])[C:10]([CH2:14][C:15]2[CH:20]=[CH:19][C:18]([O:21][CH2:22][O:23][CH3:24])=[C:17]([CH2:25][C:26]3[CH:31]=[CH:30][C:29]([F:32])=[CH:28][CH:27]=3)[CH:16]=2)=[C:9]([CH3:33])[CH:8]=1)(=O)=O.[CH3:36][OH:37].C1C=CC(P(C2C=CC=CC=2)CCCP(C2C=CC=CC=2)C2C=CC=CC=2)=CC=1.Cl.CN([CH:71]=[O:72])C. The catalyst is CC([O-])=O.CC([O-])=O.[Pd+2]. The product is [CH3:13][C:11]1[CH:12]=[C:7]([CH:8]=[C:9]([CH3:33])[C:10]=1[CH2:14][C:15]1[CH:20]=[CH:19][C:18]([O:21][CH2:22][O:23][CH3:24])=[C:17]([CH2:25][C:26]2[CH:27]=[CH:28][C:29]([F:32])=[CH:30][CH:31]=2)[CH:16]=1)[C:36]([O:72][CH3:71])=[O:37]. The yield is 1.00. (7) The reactants are CS(O[CH2:6][C:7]1([CH2:11][O:12][CH2:13][C:14]2[CH:19]=[CH:18][CH:17]=[CH:16][CH:15]=2)[CH2:10][CH2:9][CH2:8]1)(=O)=O.[K].[CH3:21][N:22](C)C=O. The catalyst is O.CCOCC. The product is [CH2:13]([O:12][CH2:11][C:7]1([CH2:6][C:21]#[N:22])[CH2:10][CH2:9][CH2:8]1)[C:14]1[CH:19]=[CH:18][CH:17]=[CH:16][CH:15]=1. The yield is 0.880. (8) The reactants are [CH3:1][C:2]1[C:3]([NH:11][C:12](=[O:17])[C:13]([F:16])([F:15])[F:14])=[C:4]([C:7]([O:9][CH3:10])=[O:8])[S:5][CH:6]=1.[Br:18]NC(=O)CCC(N)=O.O. The catalyst is C(O)(=O)C.[Cl-].[Na+].O. The product is [Br:18][C:6]1[S:5][C:4]([C:7]([O:9][CH3:10])=[O:8])=[C:3]([NH:11][C:12](=[O:17])[C:13]([F:16])([F:14])[F:15])[C:2]=1[CH3:1]. The yield is 0.390. (9) The reactants are [Br:1][C:2]1[C:3]([O:12][CH2:13][CH:14]2[CH2:16][CH2:15]2)=[CH:4][C:5](=[O:11])[N:6]([CH2:8][S:9][CH3:10])[CH:7]=1.C1C=C(Cl)C=C(C(OO)=[O:25])C=1.[OH2:28]. The catalyst is C(Cl)Cl. The product is [Br:1][C:2]1[C:3]([O:12][CH2:13][CH:14]2[CH2:16][CH2:15]2)=[CH:4][C:5](=[O:11])[N:6]([CH2:8][S:9]([CH3:10])(=[O:25])=[O:28])[CH:7]=1. The yield is 0.720. (10) The reactants are [CH3:1][C:2]1[CH:7]=[C:6]([CH3:8])[C:5]([S:9][CH2:10][C:11]([F:14])([F:13])[F:12])=[CH:4][C:3]=1[N:15]1[CH:19]=[N:18][C:17]([C:20]([F:23])([F:22])[F:21])=[N:16]1.C(C1C=C(C(C)(C)C)C=C(/C=N/C(C(C)(C)C)C[OH:42])C=1O)(C)(C)C.OO.S([O-])([O-])(=O)=S. The catalyst is C(Cl)(Cl)Cl.C/C(/O)=C/C(C)=O.C/C(/O)=C/C(C)=O.C/C(/O)=C/C(C)=O.[V].O. The product is [CH3:1][C:2]1[CH:7]=[C:6]([CH3:8])[C:5]([S:9]([CH2:10][C:11]([F:12])([F:14])[F:13])=[O:42])=[CH:4][C:3]=1[N:15]1[CH:19]=[N:18][C:17]([C:20]([F:22])([F:23])[F:21])=[N:16]1. The yield is 0.980.